From a dataset of Peptide-MHC class I binding affinity with 185,985 pairs from IEDB/IMGT. Regression. Given a peptide amino acid sequence and an MHC pseudo amino acid sequence, predict their binding affinity value. This is MHC class I binding data. (1) The peptide sequence is LLLYQTFGRK. The MHC is HLA-A03:01 with pseudo-sequence HLA-A03:01. The binding affinity (normalized) is 0.690. (2) The peptide sequence is AWISSEATTPV. The MHC is Patr-A0901 with pseudo-sequence Patr-A0901. The binding affinity (normalized) is 1.00. (3) The peptide sequence is ILKGKFQTA. The MHC is HLA-B27:05 with pseudo-sequence HLA-B27:05. The binding affinity (normalized) is 0.0847. (4) The peptide sequence is PAASAIFDV. The MHC is HLA-B46:01 with pseudo-sequence HLA-B46:01. The binding affinity (normalized) is 0.0847. (5) The peptide sequence is QPWTPVSSF. The MHC is HLA-A11:01 with pseudo-sequence HLA-A11:01. The binding affinity (normalized) is 0.0847. (6) The peptide sequence is WVMDTLNGIM. The MHC is HLA-A68:02 with pseudo-sequence HLA-A68:02. The binding affinity (normalized) is 0.574. (7) The peptide sequence is ILGLPTQTV. The MHC is HLA-B40:01 with pseudo-sequence HLA-B40:01. The binding affinity (normalized) is 0.0847. (8) The peptide sequence is WMLGTGVYL. The MHC is HLA-A31:01 with pseudo-sequence HLA-A31:01. The binding affinity (normalized) is 0.0847.